Dataset: Full USPTO retrosynthesis dataset with 1.9M reactions from patents (1976-2016). Task: Predict the reactants needed to synthesize the given product. (1) Given the product [Br:10][CH2:11][C:12]([C:7]1[C:2]([Cl:1])=[CH:3][C:4]([Cl:9])=[CH:5][C:6]=1[Cl:8])=[O:13], predict the reactants needed to synthesize it. The reactants are: [Cl:1][C:2]1[CH:7]=[C:6]([Cl:8])[CH:5]=[C:4]([Cl:9])[CH:3]=1.[Br:10][CH2:11][C:12](Br)=[O:13].[Cl-].[Al+3].[Cl-].[Cl-].O. (2) Given the product [CH2:1]([N:3]1[C:7]2=[N:8][C:9]([CH2:47][CH3:48])=[C:10]([CH2:19][NH:20][C:21]([C:23]3[CH:28]=[CH:27][CH:26]=[C:25]([C:29]([NH:31][CH2:32][C:33]4[CH:34]=[C:35]([C:39]5[CH:44]=[CH:43][CH:42]=[C:41]([CH2:45][N:54]6[CH2:53][C@H:52]([CH3:56])[NH:51][C@H:50]([CH3:49])[CH2:55]6)[CH:40]=5)[CH:36]=[CH:37][CH:38]=4)=[O:30])[N:24]=3)=[O:22])[C:11]([NH:12][CH:13]3[CH2:14][CH2:15][O:16][CH2:17][CH2:18]3)=[C:6]2[CH:5]=[N:4]1)[CH3:2], predict the reactants needed to synthesize it. The reactants are: [CH2:1]([N:3]1[C:7]2=[N:8][C:9]([CH2:47][CH3:48])=[C:10]([CH2:19][NH:20][C:21]([C:23]3[CH:28]=[CH:27][CH:26]=[C:25]([C:29]([NH:31][CH2:32][C:33]4[CH:34]=[C:35]([C:39]5[CH:44]=[CH:43][CH:42]=[C:41]([CH:45]=O)[CH:40]=5)[CH:36]=[CH:37][CH:38]=4)=[O:30])[N:24]=3)=[O:22])[C:11]([NH:12][CH:13]3[CH2:18][CH2:17][O:16][CH2:15][CH2:14]3)=[C:6]2[CH:5]=[N:4]1)[CH3:2].[CH3:49][C@@H:50]1[CH2:55][NH:54][CH2:53][C@H:52]([CH3:56])[NH:51]1.C(O)(=O)C.C(O[BH-](OC(=O)C)OC(=O)C)(=O)C. (3) The reactants are: [CH3:1][N:2]([CH2:9][CH2:10][O:11][C:12]1[CH:25]=[CH:24][C:15]([CH2:16][CH:17]2[S:21][C:20](=[O:22])[NH:19][C:18]2=[O:23])=[CH:14][CH:13]=1)[C:3]1[CH:8]=[CH:7][CH:6]=[CH:5][N:4]=1.[C:26]([OH:33])(=[O:32])/[CH:27]=[CH:28]\[C:29]([OH:31])=[O:30].CC(C)=O. Given the product [C:26]([OH:33])(=[O:32])/[CH:27]=[CH:28]\[C:29]([OH:31])=[O:30].[CH3:1][N:2]([CH2:9][CH2:10][O:11][C:12]1[CH:25]=[CH:24][C:15]([CH2:16][CH:17]2[S:21][C:20](=[O:22])[NH:19][C:18]2=[O:23])=[CH:14][CH:13]=1)[C:3]1[CH:8]=[CH:7][CH:6]=[CH:5][N:4]=1.[C:26]([OH:33])(=[O:32])/[CH:27]=[CH:28]\[C:29]([OH:31])=[O:30].[CH3:1][N:2]([C:3]1[CH:8]=[CH:7][CH:6]=[CH:5][N:4]=1)[CH2:9][CH2:10][O:11][C:12]1[CH:25]=[CH:24][C:15]([CH2:16][CH:17]2[S:21][C:20](=[O:22])[NH:19][C:18]2=[O:23])=[CH:14][CH:13]=1.[CH:27](/[C:26]([OH:33])=[O:32])=[CH:28]/[C:29]([OH:31])=[O:30], predict the reactants needed to synthesize it.